The task is: Predict the product of the given reaction.. This data is from Forward reaction prediction with 1.9M reactions from USPTO patents (1976-2016). The product is: [F:18][C:10]1[C:11]([C:14]([F:17])([F:16])[F:15])=[CH:12][CH:13]=[C:8]2[C:9]=1[C:4](=[O:3])[NH:5][CH2:6][CH2:7]2. Given the reactants C([O:3][C:4](=O)[NH:5][CH2:6][CH2:7][C:8]1[CH:13]=[CH:12][C:11]([C:14]([F:17])([F:16])[F:15])=[C:10]([F:18])[CH:9]=1)C.O=P12OP3(OP(OP(O3)(O1)=O)(=O)O2)=O.O=P(Cl)(Cl)Cl, predict the reaction product.